From a dataset of Full USPTO retrosynthesis dataset with 1.9M reactions from patents (1976-2016). Predict the reactants needed to synthesize the given product. Given the product [CH3:1][O:2][C:3](=[O:15])[CH:4]([CH2:48][CH2:47][CH2:46][CH2:45][CH2:44][CH2:43][NH:42][C:40]([O:39][C:35]([CH3:36])([CH3:38])[CH3:37])=[O:41])[C:5]1[C:14]2[C:9](=[CH:10][CH:11]=[CH:12][CH:13]=2)[CH:8]=[CH:7][CH:6]=1, predict the reactants needed to synthesize it. The reactants are: [CH3:1][O:2][C:3](=[O:15])[CH2:4][C:5]1[C:14]2[C:9](=[CH:10][CH:11]=[CH:12][CH:13]=2)[CH:8]=[CH:7][CH:6]=1.CN(C)P(N(C)C)(N(C)C)=O.C([N-]C(C)C)(C)C.[Li+].[C:35]([O:39][C:40]([NH:42][CH2:43][CH2:44][CH2:45][CH2:46][CH2:47][CH2:48]I)=[O:41])([CH3:38])([CH3:37])[CH3:36].